From a dataset of Forward reaction prediction with 1.9M reactions from USPTO patents (1976-2016). Predict the product of the given reaction. (1) Given the reactants [CH3:1][S:2]([C:5]1[CH:11]=[CH:10][C:8]([NH2:9])=[CH:7][CH:6]=1)(=[O:4])=[O:3].C[Al](C)C.[F:16][C:17]1[CH:24]=[CH:23][C:20]([C:21]#[N:22])=[CH:19][CH:18]=1.O, predict the reaction product. The product is: [F:16][C:17]1[CH:24]=[CH:23][C:20]([C:21](=[NH:22])[NH:9][C:8]2[CH:10]=[CH:11][C:5]([S:2]([CH3:1])(=[O:3])=[O:4])=[CH:6][CH:7]=2)=[CH:19][CH:18]=1. (2) The product is: [CH:43]([O:8][CH2:9][CH2:10][CH2:11][N:12]1[C:17](=[O:18])[C:16]2[C:19]([CH2:32][C:34]3[CH:39]=[CH:38][C:37]([Cl:40])=[CH:36][CH:35]=3)=[C:20]([C:23]3[CH:28]=[CH:27][CH:26]=[CH:25][C:24]=3[CH:29]([CH3:30])[CH3:31])[CH:21]=[N:22][C:15]=2[N:14]([CH3:41])[C:13]1=[O:42])=[O:44]. Given the reactants [Si]([O:8][CH2:9][CH2:10][CH2:11][N:12]1[C:17](=[O:18])[C:16]2[C:19]([CH:32]([C:34]3[CH:39]=[CH:38][C:37]([Cl:40])=[CH:36][CH:35]=3)O)=[C:20]([C:23]3[CH:28]=[CH:27][CH:26]=[CH:25][C:24]=3[CH:29]([CH3:31])[CH3:30])[CH:21]=[N:22][C:15]=2[N:14]([CH3:41])[C:13]1=[O:42])(C(C)(C)C)(C)C.[CH:43](O)=[O:44], predict the reaction product. (3) Given the reactants [CH2:1]([O:3][C:4](=[O:37])[CH2:5][C@@H:6]([NH:21][C:22]1[C:27](Br)=[CH:26][N:25]=[C:24]([N:29]([CH:31]2[CH2:36][CH2:35][CH2:34][CH2:33][CH2:32]2)[CH3:30])[N:23]=1)[C:7]1[CH:12]=[CH:11][C:10]([O:13][Si](C(C)(C)C)(C)C)=[CH:9][CH:8]=1)[CH3:2].[F:38][C:39]1[CH:44]=[CH:43][CH:42]=[CH:41][C:40]=1B(O)O.[O-]P([O-])([O-])=O.[K+].[K+].[K+], predict the reaction product. The product is: [CH2:1]([O:3][C:4](=[O:37])[CH2:5][C@@H:6]([NH:21][C:22]1[C:27]([C:40]2[CH:41]=[CH:42][CH:43]=[CH:44][C:39]=2[F:38])=[CH:26][N:25]=[C:24]([N:29]([CH:31]2[CH2:32][CH2:33][CH2:34][CH2:35][CH2:36]2)[CH3:30])[N:23]=1)[C:7]1[CH:8]=[CH:9][C:10]([OH:13])=[CH:11][CH:12]=1)[CH3:2].